From a dataset of Reaction yield outcomes from USPTO patents with 853,638 reactions. Predict the reaction yield, written as a fraction of the theoretical maximum amount of product (1.0 means a 100% yield; for example, 0.34 means a 34% yield). (1) The reactants are [CH3:1][C:2]1[C:6]([CH2:7][N:8]2[CH:12]=[C:11]([N:13]3[C:17](=[O:18])[CH2:16][NH:15][C:14]3=[O:19])[CH:10]=[N:9]2)=[C:5]([CH3:20])[O:4][N:3]=1.Br[CH2:22][C:23]1[CH:28]=[CH:27][CH:26]=[CH:25][C:24]=1[CH3:29]. No catalyst specified. The product is [CH3:1][C:2]1[C:6]([CH2:7][N:8]2[CH:12]=[C:11]([N:13]3[C:17](=[O:18])[CH2:16][N:15]([CH2:22][C:23]4[CH:28]=[CH:27][CH:26]=[CH:25][C:24]=4[CH3:29])[C:14]3=[O:19])[CH:10]=[N:9]2)=[C:5]([CH3:20])[O:4][N:3]=1. The yield is 0.210. (2) The reactants are [F:1][C:2]1[CH:3]=[C:4]([NH:8][C:9]([C:11]2[NH:15][N:14]=[C:13]([N+:16]([O-])=O)[CH:12]=2)=[O:10])[CH:5]=[CH:6][CH:7]=1. The catalyst is C(OCC)(=O)C.C(O)C.[Pt](=O)=O. The product is [NH2:16][C:13]1[CH:12]=[C:11]([C:9]([NH:8][C:4]2[CH:5]=[CH:6][CH:7]=[C:2]([F:1])[CH:3]=2)=[O:10])[NH:15][N:14]=1. The yield is 0.730. (3) The reactants are [Br:1][C:2]1[CH:3]=[N:4][C:5]([O:8]N2C3=NC=CC=C3N=N2)=[N:6][CH:7]=1.[O:18]1[CH:22]=[CH:21][C:20](B(O)O)=[CH:19]1.C([O-])([O-])=O.[Cs+].[Cs+]. The catalyst is COCCOC.C1C=CC([P]([Pd]([P](C2C=CC=CC=2)(C2C=CC=CC=2)C2C=CC=CC=2)([P](C2C=CC=CC=2)(C2C=CC=CC=2)C2C=CC=CC=2)[P](C2C=CC=CC=2)(C2C=CC=CC=2)C2C=CC=CC=2)(C2C=CC=CC=2)C2C=CC=CC=2)=CC=1. The product is [Br:1][C:2]1[CH:7]=[N:6][C:5]([O:8][C:20]2[CH:21]=[CH:22][O:18][CH:19]=2)=[N:4][CH:3]=1. The yield is 0.250. (4) The reactants are [CH:1]1([C:4]2[CH:5]=[N:6][N:7]([CH3:17])[C:8]=2[C:9]2[CH:10]=[C:11]([C:14]([OH:16])=O)[S:12][CH:13]=2)[CH2:3][CH2:2]1.[NH2:18][C@@H:19]([CH2:32][C:33]1[CH:38]=[CH:37][CH:36]=[CH:35][C:34]=1[C:39]([F:42])([F:41])[F:40])[CH2:20][N:21]1[C:29](=[O:30])[C:28]2[C:23](=[CH:24][CH:25]=[CH:26][CH:27]=2)[C:22]1=[O:31].C1CN([P+](Br)(N2CCCC2)N2CCCC2)CC1.F[P-](F)(F)(F)(F)F.CCN(C(C)C)C(C)C. The catalyst is C(Cl)(Cl)Cl. The product is [CH:1]1([C:4]2[CH:5]=[N:6][N:7]([CH3:17])[C:8]=2[C:9]2[CH:10]=[C:11]([C:14]([NH:18][C@@H:19]([CH2:32][C:33]3[CH:38]=[CH:37][CH:36]=[CH:35][C:34]=3[C:39]([F:42])([F:40])[F:41])[CH2:20][N:21]3[C:29](=[O:30])[C:28]4[C:23](=[CH:24][CH:25]=[CH:26][CH:27]=4)[C:22]3=[O:31])=[O:16])[S:12][CH:13]=2)[CH2:2][CH2:3]1. The yield is 0.660. (5) The reactants are C([O:4][C:5]1[CH:6]=[C:7]2[C:12](=[CH:13][CH:14]=1)[CH:11]=[C:10]([C:15]([N:17]1[CH2:22][CH2:21][CH:20]([C:23]([O:25][CH3:26])=[O:24])[CH2:19][CH2:18]1)=[O:16])[CH:9]=[CH:8]2)(=O)C.C([O-])([O-])=O.[K+].[K+]. The catalyst is CO. The product is [OH:4][C:5]1[CH:6]=[C:7]2[C:12](=[CH:13][CH:14]=1)[CH:11]=[C:10]([C:15]([N:17]1[CH2:22][CH2:21][CH:20]([C:23]([O:25][CH3:26])=[O:24])[CH2:19][CH2:18]1)=[O:16])[CH:9]=[CH:8]2. The yield is 0.400.